This data is from Forward reaction prediction with 1.9M reactions from USPTO patents (1976-2016). The task is: Predict the product of the given reaction. (1) Given the reactants [CH2:1]([O:8][C:9]([NH:11][C@@H:12]([CH2:16][CH2:17][CH2:18][NH:19][CH:20]1[CH2:25][CH2:24][N:23]([C:26]([O:28][C:29]([CH3:32])([CH3:31])[CH3:30])=[O:27])[CH2:22][CH2:21]1)[C:13](O)=[O:14])=[O:10])[C:2]1[CH:7]=[CH:6][CH:5]=[CH:4][CH:3]=1.CCN=C=NCCCN(C)C.C(N(C(C)C)C(C)C)C, predict the reaction product. The product is: [CH2:1]([O:8][C:9]([NH:11][C@H:12]1[CH2:16][CH2:17][CH2:18][N:19]([CH:20]2[CH2:21][CH2:22][N:23]([C:26]([O:28][C:29]([CH3:31])([CH3:32])[CH3:30])=[O:27])[CH2:24][CH2:25]2)[C:13]1=[O:14])=[O:10])[C:2]1[CH:7]=[CH:6][CH:5]=[CH:4][CH:3]=1. (2) Given the reactants [CH:1]1([C:4]2[N:8]=[C:7]([CH:9]3[CH2:14][CH:13]([C:15]4[CH:20]=[CH:19][C:18]([C:21]([F:24])([F:23])[F:22])=[CH:17][CH:16]=4)[CH2:12][N:11]([C:25](OC4C=CC([N+]([O-])=O)=CC=4)=[O:26])[CH2:10]3)[O:6][N:5]=2)[CH2:3][CH2:2]1.[NH:37]1[CH2:41][CH2:40][CH:39]([OH:42])[CH2:38]1, predict the reaction product. The product is: [CH:1]1([C:4]2[N:8]=[C:7]([CH:9]3[CH2:14][CH:13]([C:15]4[CH:20]=[CH:19][C:18]([C:21]([F:23])([F:24])[F:22])=[CH:17][CH:16]=4)[CH2:12][N:11]([C:25]([N:37]4[CH2:41][CH2:40][CH:39]([OH:42])[CH2:38]4)=[O:26])[CH2:10]3)[O:6][N:5]=2)[CH2:2][CH2:3]1. (3) The product is: [CH3:26][N:11]([C:12]1[CH:13]=[CH:14][CH:15]=[C:16]2[C:20]=1[NH:19][C:18]([C:21]1[S:22][CH:23]=[CH:24][N:25]=1)=[CH:17]2)[S:8]([C:7]1[CH:6]=[CH:5][S:4][C:3]=1[CH2:2][S:33][CH2:34][C:35]([O:37][CH3:38])=[O:36])(=[O:10])=[O:9]. Given the reactants Cl[CH2:2][C:3]1[S:4][CH:5]=[CH:6][C:7]=1[S:8]([N:11]([CH3:26])[C:12]1[CH:13]=[CH:14][CH:15]=[C:16]2[C:20]=1[NH:19][C:18]([C:21]1[S:22][CH:23]=[CH:24][N:25]=1)=[CH:17]2)(=[O:10])=[O:9].C(=O)([O-])[O-].[K+].[K+].[SH:33][CH2:34][C:35]([O:37][CH3:38])=[O:36].O, predict the reaction product. (4) Given the reactants [CH2:1]([N:6]1[C:14]2[N:13]=[CH:12][NH:11][C:10]=2[C:9]2=[N:15][N:16]=[N:17][N:8]2[C:7]1=[O:18])[CH2:2][CH2:3][CH2:4][CH3:5].[Br:19]N1C(=O)CCC1=O, predict the reaction product. The product is: [Br:19][C:12]1[NH:11][C:10]2[C:9]3=[N:15][N:16]=[N:17][N:8]3[C:7](=[O:18])[N:6]([CH2:1][CH2:2][CH2:3][CH2:4][CH3:5])[C:14]=2[N:13]=1. (5) Given the reactants ClCCCC(=O)C.[C-]#N.[Na+].C(N)C1C=CC=CC=1.C(O)(=O)C.[OH-].[Na+].[CH2:25]([NH:32][C:33]([C:39]#[N:40])([CH2:35][CH2:36][CH2:37]Cl)[CH3:34])[C:26]1[CH:31]=[CH:30][CH:29]=[CH:28][CH:27]=1, predict the reaction product. The product is: [CH2:25]([N:32]1[CH2:37][CH2:36][CH2:35][C:33]1([C:39]#[N:40])[CH3:34])[C:26]1[CH:31]=[CH:30][CH:29]=[CH:28][CH:27]=1.